Dataset: Forward reaction prediction with 1.9M reactions from USPTO patents (1976-2016). Task: Predict the product of the given reaction. (1) Given the reactants [N:1]([CH2:4][C:5]1[CH:10]=[CH:9][C:8]([CH2:11][OH:12])=[CH:7][CH:6]=1)=[N+:2]=[N-:3].[C:13]([O:17][CH2:18][CH3:19])(=[O:16])[C:14]#[CH:15].O=C1O[C@H]([C@H](CO)O)C([O-])=C1O.[Na+].C(OCC)(=O)C, predict the reaction product. The product is: [CH2:18]([O:17][C:13]([C:14]1[N:3]=[N:2][N:1]([CH2:4][C:5]2[CH:10]=[CH:9][C:8]([CH2:11][OH:12])=[CH:7][CH:6]=2)[CH:15]=1)=[O:16])[CH3:19]. (2) Given the reactants [Cl:1][C:2]1[N:7]=[C:6]([C:8]([OH:10])=O)[CH:5]=[CH:4][CH:3]=1.F[P-](F)(F)(F)(F)F.N1(OC(N(C)C)=[N+](C)C)C2N=CC=CC=2N=N1.CCN(C(C)C)C(C)C.[NH:44]1[C:52]2[C:47](=[C:48]([C:53]3[CH:54]=[C:55]([NH2:62])[C:56]4[CH:57]=[N:58][NH:59][C:60]=4[CH:61]=3)[CH:49]=[CH:50][CH:51]=2)[CH:46]=[CH:45]1, predict the reaction product. The product is: [Cl:1][C:2]1[N:7]=[C:6]([C:8]([NH:62][C:55]2[CH:54]=[C:53]([C:48]3[CH:49]=[CH:50][CH:51]=[C:52]4[C:47]=3[CH:46]=[CH:45][NH:44]4)[CH:61]=[C:60]3[C:56]=2[CH:57]=[N:58][NH:59]3)=[O:10])[CH:5]=[CH:4][CH:3]=1. (3) Given the reactants [C:1]1([C:7]#[CH:8])[CH:6]=[CH:5][CH:4]=[CH:3][CH:2]=1.[N:9]([CH2:12][CH2:13][C:14]([OH:16])=[O:15])=[N+:10]=[N-:11].O=C1O[C@H]([C@H](CO)O)C([O-])=C1O.[Na+].C(OCC)(=O)C, predict the reaction product. The product is: [C:1]1([C:7]2[N:11]=[N:10][N:9]([CH2:12][CH2:13][C:14]([OH:16])=[O:15])[CH:8]=2)[CH:6]=[CH:5][CH:4]=[CH:3][CH:2]=1. (4) Given the reactants C[O:2][C:3](=[O:13])[C:4]1[CH:9]=[C:8]([Br:10])[C:7]([Cl:11])=[CH:6][C:5]=1[F:12].Cl, predict the reaction product. The product is: [Br:10][C:8]1[C:7]([Cl:11])=[CH:6][C:5]([F:12])=[C:4]([CH:9]=1)[C:3]([OH:13])=[O:2].